This data is from Peptide-MHC class II binding affinity with 134,281 pairs from IEDB. The task is: Regression. Given a peptide amino acid sequence and an MHC pseudo amino acid sequence, predict their binding affinity value. This is MHC class II binding data. (1) The peptide sequence is ALSRVQSMFLGTGGS. The MHC is DRB1_1001 with pseudo-sequence DRB1_1001. The binding affinity (normalized) is 0.310. (2) The peptide sequence is EDSALLEDPAGT. The MHC is DRB1_1101 with pseudo-sequence DRB1_1101. The binding affinity (normalized) is 0. (3) The peptide sequence is EKVYTMDGEYRLRGEERK. The MHC is DRB1_0401 with pseudo-sequence DRB1_0401. The binding affinity (normalized) is 0.121.